From a dataset of Catalyst prediction with 721,799 reactions and 888 catalyst types from USPTO. Predict which catalyst facilitates the given reaction. Reactant: [NH2:1][C:2]1[C:10]2[C:5](=[CH:6][CH:7]=[C:8]([C:11]3[N:12]=[N:13][N:14]([CH2:16][C:17]4[CH:22]=[CH:21][CH:20]=[CH:19][CH:18]=4)[CH:15]=3)[CH:9]=2)[N:4](C(OC(C)(C)C)=O)[N:3]=1.[N:30]([CH2:33][CH2:34][CH3:35])=[C:31]=[O:32].[N-]=C=O.O. Product: [CH2:16]([N:14]1[CH:15]=[C:11]([C:8]2[CH:9]=[C:10]3[C:5](=[CH:6][CH:7]=2)[NH:4][N:3]=[C:2]3[NH:1][C:31]([NH:30][CH2:33][CH2:34][CH3:35])=[O:32])[N:12]=[N:13]1)[C:17]1[CH:18]=[CH:19][CH:20]=[CH:21][CH:22]=1. The catalyst class is: 17.